Dataset: Peptide-MHC class II binding affinity with 134,281 pairs from IEDB. Task: Regression. Given a peptide amino acid sequence and an MHC pseudo amino acid sequence, predict their binding affinity value. This is MHC class II binding data. (1) The peptide sequence is LGMNHVLQSIRRNYP. The MHC is H-2-IAb with pseudo-sequence H-2-IAb. The binding affinity (normalized) is 0.0776. (2) The peptide sequence is TSLLISWGHYPLHLR. The MHC is HLA-DQA10501-DQB10301 with pseudo-sequence HLA-DQA10501-DQB10301. The binding affinity (normalized) is 0.648. (3) The peptide sequence is GPKEPFRDYVDRFYKTLR. The MHC is DRB4_0101 with pseudo-sequence DRB4_0103. The binding affinity (normalized) is 0.156. (4) The peptide sequence is EGGVWTFDSEEPLQGPFNFR. The MHC is DRB1_1501 with pseudo-sequence DRB1_1501. The binding affinity (normalized) is 0.294. (5) The MHC is DRB1_1302 with pseudo-sequence DRB1_1302. The binding affinity (normalized) is 1.00. The peptide sequence is PWRYSVNANVSPELK. (6) The peptide sequence is LGTCQTLTPMMSSKF. The MHC is HLA-DQA10201-DQB10202 with pseudo-sequence HLA-DQA10201-DQB10202. The binding affinity (normalized) is 0.195.